This data is from Full USPTO retrosynthesis dataset with 1.9M reactions from patents (1976-2016). The task is: Predict the reactants needed to synthesize the given product. (1) Given the product [Cl:34][C:11]1[C:10]2[NH:9][C:8](=[O:13])[C:7]3[S:14][CH:15]=[CH:16][C:6]=3[C:5]=2[C:4]([C:17]2[CH:22]=[CH:21][C:20]([C@H:23]([NH:26][C:27](=[O:33])[O:28][C:29]([CH3:32])([CH3:31])[CH3:30])[CH2:24][CH3:25])=[CH:19][CH:18]=2)=[C:3]([O:2][CH3:1])[CH:12]=1, predict the reactants needed to synthesize it. The reactants are: [CH3:1][O:2][C:3]1[CH:12]=[CH:11][C:10]2[NH:9][C:8](=[O:13])[C:7]3[S:14][CH:15]=[CH:16][C:6]=3[C:5]=2[C:4]=1[C:17]1[CH:22]=[CH:21][C:20]([C@H:23]([NH:26][C:27](=[O:33])[O:28][C:29]([CH3:32])([CH3:31])[CH3:30])[CH2:24][CH3:25])=[CH:19][CH:18]=1.[Cl:34]N1C(=O)CCC1=O. (2) The reactants are: [Cl:1][C:2]1[C:3]([O:12][C:13]2[CH:18]=[C:17]([O:19][CH2:20][CH2:21][O:22][CH2:23][CH2:24][O:25][CH3:26])[CH:16]=[CH:15][C:14]=2/[CH:27]=[CH:28]/[C:29]([OH:31])=O)=[N:4][CH:5]=[C:6]([C:8]([F:11])([F:10])[F:9])[CH:7]=1.Cl.C(N=C=NCCCN(C)C)C.[CH2:44]([S:49]([NH2:52])(=[O:51])=[O:50])[CH2:45][CH2:46][CH2:47][CH3:48].Cl. Given the product [Cl:1][C:2]1[C:3]([O:12][C:13]2[CH:18]=[C:17]([O:19][CH2:20][CH2:21][O:22][CH2:23][CH2:24][O:25][CH3:26])[CH:16]=[CH:15][C:14]=2/[CH:27]=[CH:28]/[C:29]([NH:52][S:49]([CH2:44][CH2:45][CH2:46][CH2:47][CH3:48])(=[O:51])=[O:50])=[O:31])=[N:4][CH:5]=[C:6]([C:8]([F:10])([F:9])[F:11])[CH:7]=1, predict the reactants needed to synthesize it. (3) Given the product [C:27]([CH:6]1[N:7]2[CH2:20][CH2:19][C:18]3[C:13]([C:8]2=[CH:9][C:10]2[CH:11]=[CH:12][C:3]([O:2][CH3:1])=[C:4]([O:24][CH3:25])[C:5]1=2)=[CH:14][C:15]1[O:23][CH2:22][O:21][C:16]=1[CH:17]=3)#[CH:28], predict the reactants needed to synthesize it. The reactants are: [CH3:1][O:2][C:3]1[CH:12]=[CH:11][C:10]2[C:5](=[CH:6][N+:7]3[CH2:20][CH2:19][C:18]4[C:13](=[CH:14][C:15]5[O:23][CH2:22][O:21][C:16]=5[CH:17]=4)[C:8]=3[CH:9]=2)[C:4]=1[O:24][CH3:25].[Cl-].[C:27]([Mg]Cl)#[CH:28]. (4) The reactants are: N#N.[CH2:3]([O:5][C:6]([C:8]1[S:9][CH:10]=[C:11]([CH2:13]Cl)[N:12]=1)=[O:7])[CH3:4].C([O-])([O-])=O.[K+].[K+].[N+:21]([C:24]1[CH:25]=[N:26][NH:27][CH:28]=1)([O-:23])=[O:22].[Br-]. Given the product [CH2:3]([O:5][C:6]([C:8]1[S:9][CH:10]=[C:11]([CH2:13][N:26]2[CH:25]=[C:24]([N+:21]([O-:23])=[O:22])[CH:28]=[N:27]2)[N:12]=1)=[O:7])[CH3:4], predict the reactants needed to synthesize it. (5) Given the product [CH3:1][O:2][C:3]1[CH:8]=[CH:7][C:6]([C:13]2[CH:14]=[C:15]([CH:21]=[CH:22][N:23]=2)[C:16]([O:18][CH2:19][CH3:20])=[O:17])=[CH:5][CH:4]=1, predict the reactants needed to synthesize it. The reactants are: [CH3:1][O:2][C:3]1[CH:8]=[CH:7][C:6](B(O)O)=[CH:5][CH:4]=1.Cl[C:13]1[CH:14]=[C:15]([CH:21]=[CH:22][N:23]=1)[C:16]([O:18][CH2:19][CH3:20])=[O:17]. (6) Given the product [C:10]([C:6]1[CH:5]=[C:4]([CH:9]=[CH:8][CH:7]=1)[C:3]([O:2][CH3:1])=[O:12])(=[S:14])[NH2:11], predict the reactants needed to synthesize it. The reactants are: [CH3:1][O:2][C:3](=[O:12])[C:4]1[CH:9]=[CH:8][CH:7]=[C:6]([C:10]#[N:11])[CH:5]=1.P([O-])(OCC)(SCC)=[S:14]. (7) Given the product [F:22][C:19]1[CH:20]=[CH:21][C:16]([C:12]2[C:13]([CH3:15])=[CH:14][C:9]([OH:8])=[CH:10][C:11]=2[CH3:25])=[CH:17][C:18]=1[CH2:23][OH:24], predict the reactants needed to synthesize it. The reactants are: C([O:8][C:9]1[CH:14]=[C:13]([CH3:15])[C:12]([C:16]2[CH:21]=[CH:20][C:19]([F:22])=[C:18]([CH2:23][OH:24])[CH:17]=2)=[C:11]([CH3:25])[CH:10]=1)C1C=CC=CC=1. (8) Given the product [C:19]1([C:7]2[S:8][C:9]3[C:15]([C:16]([OH:18])=[O:17])=[CH:14][CH:13]=[CH:12][C:10]=3[N:11]=2)[CH:24]=[CH:23][CH:22]=[CH:21][CH:20]=1, predict the reactants needed to synthesize it. The reactants are: C(=O)(O)[O-].[Na+].Br[C:7]1[S:8][C:9]2[C:15]([C:16]([OH:18])=[O:17])=[CH:14][CH:13]=[CH:12][C:10]=2[N:11]=1.[C:19]1(B(O)O)[CH:24]=[CH:23][CH:22]=[CH:21][CH:20]=1. (9) Given the product [C:1]([N:5]([CH3:29])[C:6]([C:8]1[C:9]2[CH2:25][O:24][C:23]3[CH:22]=[C:21]([O:26][CH3:27])[CH:20]=[CH:19][C:18]=3[C:10]=2[N:11]([C:13]2[CH:17]=[CH:16][S:15][CH:14]=2)[N:12]=1)=[O:7])([CH3:4])([CH3:3])[CH3:2], predict the reactants needed to synthesize it. The reactants are: [C:1]([N:5]([CH3:29])[C:6]([C:8]1[C:9]2[CH2:25][O:24][C:23]3[CH:22]=[C:21]([O:26][CH3:27])[C:20](Br)=[CH:19][C:18]=3[C:10]=2[N:11]([C:13]2[CH:17]=[CH:16][S:15][CH:14]=2)[N:12]=1)=[O:7])([CH3:4])([CH3:3])[CH3:2].B(O)O.ClCCl.C(=O)([O-])[O-].[Cs+].[Cs+].O1CCOCC1. (10) Given the product [CH3:23][C:20]1[N:19]=[C:18]([C:15]2[CH:14]=[CH:13][C:12]([C:11]([N:8]3[CH2:9][CH2:10][C:5]([C:25]4[CH:26]=[CH:27][CH:28]=[CH:29][CH:30]=4)([C:3]([OH:4])=[O:2])[CH2:6][CH2:7]3)=[O:24])=[CH:17][CH:16]=2)[O:22][N:21]=1, predict the reactants needed to synthesize it. The reactants are: C[O:2][C:3]([C:5]1([C:25]2[CH:30]=[CH:29][CH:28]=[CH:27][CH:26]=2)[CH2:10][CH2:9][N:8]([C:11](=[O:24])[C:12]2[CH:17]=[CH:16][C:15]([C:18]3[O:22][N:21]=[C:20]([CH3:23])[N:19]=3)=[CH:14][CH:13]=2)[CH2:7][CH2:6]1)=[O:4].[OH-].[K+].Cl.